From a dataset of Catalyst prediction with 721,799 reactions and 888 catalyst types from USPTO. Predict which catalyst facilitates the given reaction. (1) Reactant: Cl.[NH2:2][CH2:3][C:4]1[CH:5]=[C:6]2[C:10](=[CH:11][CH:12]=1)[C:9](=[O:13])[N:8]([CH:14]1[CH2:19][CH2:18][C:17](=[O:20])[NH:16][C:15]1=[O:21])[CH2:7]2.[Cl:22][C:23]1[CH:28]=[CH:27][CH:26]=[CH:25][C:24]=1[N:29]=[C:30]=[O:31].C(N(CC)CC)C.Cl. Product: [Cl:22][C:23]1[CH:28]=[CH:27][CH:26]=[CH:25][C:24]=1[NH:29][C:30]([NH:2][CH2:3][C:4]1[CH:5]=[C:6]2[C:10](=[CH:11][CH:12]=1)[C:9](=[O:13])[N:8]([CH:14]1[CH2:19][CH2:18][C:17](=[O:20])[NH:16][C:15]1=[O:21])[CH2:7]2)=[O:31]. The catalyst class is: 9. (2) Reactant: C1(P(C2C=CC=CC=2)C2C=CC=CC=2)C=CC=CC=1.CC(OC(/N=N/C(OC(C)C)=O)=O)C.[C:34]([O:38][C:39](=[O:45])[NH:40][CH2:41][CH2:42][CH2:43][OH:44])([CH3:37])([CH3:36])[CH3:35].[Cl:46][C:47]1[CH:56]=[CH:55][CH:54]=[C:53]2[C:48]=1[C:49](O)=[CH:50][C:51](=[O:57])[O:52]2. Product: [C:34]([O:38][C:39](=[O:45])[NH:40][CH2:41][CH2:42][CH2:43][O:44][C:49]1[C:48]2[C:47]([Cl:46])=[CH:56][CH:55]=[CH:54][C:53]=2[O:52][C:51](=[O:57])[CH:50]=1)([CH3:37])([CH3:35])[CH3:36]. The catalyst class is: 1. (3) Reactant: [C:1]([NH:8][CH2:9][CH2:10]Br)([O:3][C:4]([CH3:7])([CH3:6])[CH3:5])=[O:2].[NH:12]1[C:16]([C:17]([O:19][CH2:20][CH3:21])=[O:18])=[CH:15][C:14]([C:22]([O:24][CH2:25][CH3:26])=[O:23])=[N:13]1.C(=O)([O-])[O-].[Cs+].[Cs+]. Product: [C:4]([O:3][C:1]([NH:8][CH2:9][CH2:10][N:12]1[C:16]([C:17]([O:19][CH2:20][CH3:21])=[O:18])=[CH:15][C:14]([C:22]([O:24][CH2:25][CH3:26])=[O:23])=[N:13]1)=[O:2])([CH3:7])([CH3:6])[CH3:5]. The catalyst class is: 3.